From a dataset of Reaction yield outcomes from USPTO patents with 853,638 reactions. Predict the reaction yield, written as a fraction of the theoretical maximum amount of product (1.0 means a 100% yield; for example, 0.34 means a 34% yield). (1) The reactants are C([O:3][C:4](=[O:30])[CH2:5][N:6]1[C:14]2[CH2:13][CH2:12][CH2:11][CH:10]([NH:15][S:16]([C:19]3[CH:24]=[C:23]([C:25]([F:28])([F:27])[F:26])[CH:22]=[C:21](Br)[CH:20]=3)(=[O:18])=[O:17])[C:9]=2[CH:8]=[N:7]1)C.[CH:31]1(B(O)O)[CH2:33][CH2:32]1.C1(P(C2CCCCC2)C2CCCCC2)CCCCC1.P([O-])([O-])([O-])=O.[K+].[K+].[K+]. The catalyst is C1(C)C=CC=CC=1.O.C([O-])(=O)C.[Pd+2].C([O-])(=O)C. The product is [CH:31]1([C:21]2[CH:20]=[C:19]([S:16]([NH:15][CH:10]3[CH2:11][CH2:12][CH2:13][C:14]4[N:6]([CH2:5][C:4]([OH:3])=[O:30])[N:7]=[CH:8][C:9]3=4)(=[O:18])=[O:17])[CH:24]=[C:23]([C:25]([F:26])([F:27])[F:28])[CH:22]=2)[CH2:33][CH2:32]1. The yield is 0.189. (2) The reactants are [H-].[Al+3].[Li+].[H-].[H-].[H-].[CH:7]12[CH2:13][CH:12]1[CH2:11][CH2:10][CH:9]([C:14](OC)=[O:15])[CH2:8]2. The catalyst is C(OCC)C. The product is [CH:7]12[CH2:13][CH:12]1[CH2:11][CH2:10][CH:9]([CH2:14][OH:15])[CH2:8]2. The yield is 0.850. (3) The reactants are [Si:1]([O:8][C@H:9]1[C@@H:13]([O:14][Si:15]([C:18]([CH3:21])([CH3:20])[CH3:19])([CH3:17])[CH3:16])[C@H:12]([N:22]2[CH:27]=[CH:26][C:25](=[O:28])[N:24]([CH2:29][C:30]3[CH:35]=[CH:34][C:33]([O:36][CH3:37])=[CH:32][CH:31]=3)[C:23]2=[O:38])[O:11][CH:10]1[C@@H:39]([OH:70])[C@@H:40]([C:63]([O:65][C:66]([CH3:69])([CH3:68])[CH3:67])=[O:64])[NH:41][CH2:42][CH2:43][CH2:44][NH:45][C:46](=[O:62])[C@H:47]([C@@H:59]([OH:61])[CH3:60])[NH:48]C(=O)OCC1C=CC=CC=1)([C:4]([CH3:7])([CH3:6])[CH3:5])([CH3:3])[CH3:2]. The catalyst is CO.[Pd]. The product is [NH2:48][C@@H:47]([C@@H:59]([OH:61])[CH3:60])[C:46]([NH:45][CH2:44][CH2:43][CH2:42][NH:41][C@@H:40]([C@@H:39]([CH:10]1[C@@H:9]([O:8][Si:1]([C:4]([CH3:5])([CH3:6])[CH3:7])([CH3:3])[CH3:2])[C@@H:13]([O:14][Si:15]([C:18]([CH3:19])([CH3:20])[CH3:21])([CH3:17])[CH3:16])[C@H:12]([N:22]2[CH:27]=[CH:26][C:25](=[O:28])[N:24]([CH2:29][C:30]3[CH:35]=[CH:34][C:33]([O:36][CH3:37])=[CH:32][CH:31]=3)[C:23]2=[O:38])[O:11]1)[OH:70])[C:63]([O:65][C:66]([CH3:68])([CH3:69])[CH3:67])=[O:64])=[O:62]. The yield is 0.300.